This data is from Forward reaction prediction with 1.9M reactions from USPTO patents (1976-2016). The task is: Predict the product of the given reaction. (1) Given the reactants FC1C=C2C(C(C3C=CC(N4CCC(N)CC4)=NC=3)=CN2)=CC=1.[F:24][C:25]1[CH:33]=[C:32]2[C:28]([C:29]([C:34]3[CH:35]=[CH:36][C:37]([NH:40][C:41]([C@@H:43]4[CH2:47][CH2:46][CH2:45][N:44]4C(OC(C)(C)C)=O)=[O:42])=[N:38][CH:39]=3)=[CH:30][NH:31]2)=[CH:27][CH:26]=1, predict the reaction product. The product is: [F:24][C:25]1[CH:33]=[C:32]2[C:28]([C:29]([C:34]3[CH:35]=[CH:36][C:37]([NH:40][C:41]([C@@H:43]4[CH2:47][CH2:46][CH2:45][NH:44]4)=[O:42])=[N:38][CH:39]=3)=[CH:30][NH:31]2)=[CH:27][CH:26]=1. (2) Given the reactants [C:1]([C:9]1[C:10]([F:18])=[C:11]([CH:14]=[CH:15][C:16]=1[Cl:17])[CH:12]=O)(=[O:8])[C:2]1[CH:7]=[CH:6][CH:5]=[CH:4][CH:3]=1.Cl.[CH2:20]([O:22][C:23](=[O:28])[CH2:24][C@@H:25]([NH2:27])[CH3:26])[CH3:21].C(N(CC)CC)C.C(O[BH-](OC(=O)C)OC(=O)C)(=O)C.[Na+].C(O)(=O)C.C(=O)(O)[O-].[Na+], predict the reaction product. The product is: [CH2:20]([O:22][C:23](=[O:28])[CH2:24][C@@H:25]([NH:27][CH2:12][C:11]1[CH:14]=[CH:15][C:16]([Cl:17])=[C:9]([C:1](=[O:8])[C:2]2[CH:7]=[CH:6][CH:5]=[CH:4][CH:3]=2)[C:10]=1[F:18])[CH3:26])[CH3:21]. (3) Given the reactants [CH3:1][C:2]1([C:7]2[O:11][C:10]([CH2:12][N:13]3[CH:17]=[CH:16][C:15]([NH2:18])=[N:14]3)=[CH:9][CH:8]=2)[O:6]CCO1.[CH:19]([O:22][CH2:23][CH2:24][C:25]1[CH:26]=[C:27]([C:31]2[O:35][CH:34]=[N:33][C:32]=2[C:36](O)=[O:37])[CH:28]=[CH:29][CH:30]=1)([CH3:21])[CH3:20], predict the reaction product. The product is: [C:2]([C:7]1[O:11][C:10]([CH2:12][N:13]2[CH:17]=[CH:16][C:15]([NH:18][C:36]([C:32]3[N:33]=[CH:34][O:35][C:31]=3[C:27]3[CH:28]=[CH:29][CH:30]=[C:25]([CH2:24][CH2:23][O:22][CH:19]([CH3:21])[CH3:20])[CH:26]=3)=[O:37])=[N:14]2)=[CH:9][CH:8]=1)(=[O:6])[CH3:1]. (4) Given the reactants C(O[CH:5]1[CH2:10][CH2:9][CH:8]([O:11][CH2:12][C:13]2[CH:18]=[CH:17][CH:16]=[CH:15][CH:14]=2)[CH2:7][O:6]1)(=O)C.[CH3:19][O:20][C:21]([O:25][Si](C)(C)C)=[C:22]([CH3:24])[CH3:23].B(F)(F)F.CCOCC, predict the reaction product. The product is: [CH2:12]([O:11][CH:8]1[CH2:7][O:6][CH:5]([C:22]([CH3:24])([CH3:23])[C:21]([O:20][CH3:19])=[O:25])[CH2:10][CH2:9]1)[C:13]1[CH:14]=[CH:15][CH:16]=[CH:17][CH:18]=1. (5) Given the reactants [NH2:1][C:2]1[C:3]([C:18]([NH2:20])=[O:19])=[CH:4][C:5]2[C:13]3[C:8](=[CH:9][CH:10]=[CH:11][CH:12]=3)[N:7](C(C)C)[C:6]=2[N:17]=1.I[CH2:22][C@@H:23]([NH:25][C:26](=[O:32])[O:27][C:28]([CH3:31])([CH3:30])[CH3:29])[CH3:24].BrC(C)C, predict the reaction product. The product is: [C:28]([O:27][C:26](=[O:32])[NH:25][C@@H:23]([CH3:22])[CH2:24][N:7]1[C:8]2[C:13](=[CH:12][CH:11]=[CH:10][CH:9]=2)[C:5]2[CH:4]=[C:3]([C:18]([NH2:20])=[O:19])[C:2]([NH2:1])=[N:17][C:6]1=2)([CH3:31])([CH3:30])[CH3:29]. (6) Given the reactants [CH2:1]([N:3]1[CH2:8][CH2:7][NH:6][CH2:5][CH2:4]1)[CH3:2].CS(O[CH:14]([C:21]1[CH:26]=[CH:25][C:24]([C:27]2[CH:32]=[CH:31][C:30]([F:33])=[CH:29][C:28]=2[O:34][CH3:35])=[CH:23][CH:22]=1)[C:15]1[CH:20]=[CH:19][N:18]=[CH:17][CH:16]=1)(=O)=O, predict the reaction product. The product is: [CH2:1]([N:3]1[CH2:8][CH2:7][N:6]([CH:14]([C:21]2[CH:22]=[CH:23][C:24]([C:27]3[CH:32]=[CH:31][C:30]([F:33])=[CH:29][C:28]=3[O:34][CH3:35])=[CH:25][CH:26]=2)[C:15]2[CH:16]=[CH:17][N:18]=[CH:19][CH:20]=2)[CH2:5][CH2:4]1)[CH3:2]. (7) Given the reactants [CH2:1]([C:3]1[CH2:7][CH2:6][C:5](=O)[C:4]=1[CH3:9])[CH3:2].C[Li].C([O:14][CH2:15][CH3:16])C.BrCBr.C([Mg]Cl)(C)(C)C, predict the reaction product. The product is: [CH2:7]([C@:3]12[CH2:9][C@@:4]1([CH3:5])[C:15]([CH3:16])([OH:14])[CH2:2][CH2:1]2)[CH3:6].